Dataset: Forward reaction prediction with 1.9M reactions from USPTO patents (1976-2016). Task: Predict the product of the given reaction. (1) Given the reactants C([O:3][C:4](=[O:20])[C@@H:5]([O:18][CH3:19])[CH2:6][C:7]1[CH:12]=[CH:11][C:10]([O:13][CH2:14][CH2:15][CH2:16]Br)=[CH:9][CH:8]=1)C.[CH2:21]([O:28][C:29]1[CH:34]=[CH:33][C:32]([OH:35])=[CH:31][CH:30]=1)[CH2:22][CH2:23][CH2:24][CH2:25][CH2:26][CH3:27].[OH-].[Na+], predict the reaction product. The product is: [CH2:21]([O:28][C:29]1[CH:34]=[CH:33][C:32]([O:35][CH2:16][CH2:15][CH2:14][O:13][C:10]2[CH:9]=[CH:8][C:7]([CH2:6][C@H:5]([O:18][CH3:19])[C:4]([OH:3])=[O:20])=[CH:12][CH:11]=2)=[CH:31][CH:30]=1)[CH2:22][CH2:23][CH2:24][CH2:25][CH2:26][CH3:27]. (2) Given the reactants [CH3:1][O:2][C:3](=[O:12])[C:4]1[CH:9]=[C:8]([NH2:10])[C:7]([NH2:11])=[N:6][CH:5]=1.C1(C)C=C(C)C=C(C)C=1S(O[NH2:25])(=O)=O.[O:27]1[CH:31]=[CH:30][CH:29]=[C:28]1[CH:32]=O, predict the reaction product. The product is: [CH3:1][O:2][C:3]([C:4]1[CH:9]=[C:8]([NH2:10])[C:7]2[N:6]([N:25]=[C:32]([C:28]3[O:27][CH:31]=[CH:30][CH:29]=3)[N:11]=2)[CH:5]=1)=[O:12]. (3) The product is: [F:31][C:14]([F:13])([F:30])[C:15]([CH2:6][C:7]1[CH:12]=[CH:11][CH:10]=[CH:9][N:8]=1)([OH:29])[CH2:16][C:17]([C:20]1[CH:25]=[C:24]([F:26])[CH:23]=[CH:22][C:21]=1[O:27][CH3:28])([CH3:19])[CH3:18]. Given the reactants C([Li])(C)(C)C.[CH3:6][C:7]1[CH:12]=[CH:11][CH:10]=[CH:9][N:8]=1.[F:13][C:14]([F:31])([F:30])[C:15](=[O:29])[CH2:16][C:17]([C:20]1[CH:25]=[C:24]([F:26])[CH:23]=[CH:22][C:21]=1[O:27][CH3:28])([CH3:19])[CH3:18], predict the reaction product.